From a dataset of Full USPTO retrosynthesis dataset with 1.9M reactions from patents (1976-2016). Predict the reactants needed to synthesize the given product. (1) Given the product [F:48][C:49]1[CH:50]=[CH:51][C:52]([NH:55][NH:56][C:11]([N:21]2[C@H:22]([CH3:26])[CH2:23][CH2:24][CH2:25][C@@H:20]2[CH3:19])=[O:17])=[N:53][CH:54]=1, predict the reactants needed to synthesize it. The reactants are: N1C=CC=CC=1.ClC(Cl)(O[C:11](=[O:17])OC(Cl)(Cl)Cl)Cl.[CH3:19][C@H:20]1[CH2:25][CH2:24][CH2:23][C@@H:22]([CH3:26])[NH:21]1.C[C@H]1CCC[C@@H](C)N1.C(Cl)(=O)N.CCN(C(C)C)C(C)C.[F:48][C:49]1[CH:50]=[CH:51][C:52]([NH:55][NH2:56])=[N:53][CH:54]=1. (2) Given the product [CH:1]([C@H:4]1[CH2:5][CH2:6][C@H:7]([NH:10][C:11]2[C:20]3[C:15](=[CH:16][CH:17]=[CH:18][CH:19]=3)[C:14]([CH2:21][C:22]3[CH:27]=[CH:26][N:25]=[C:24]([OH:28])[CH:23]=3)=[N:13][N:12]=2)[CH2:8][CH2:9]1)([CH3:3])[CH3:2], predict the reactants needed to synthesize it. The reactants are: [CH:1]([C@H:4]1[CH2:9][CH2:8][C@H:7]([NH:10][C:11]2[C:20]3[C:15](=[CH:16][CH:17]=[CH:18][CH:19]=3)[C:14]([CH2:21][C:22]3[CH:27]=[CH:26][N:25]=[C:24]([O:28]C)[CH:23]=3)=[N:13][N:12]=2)[CH2:6][CH2:5]1)([CH3:3])[CH3:2].C([C@H]1CC[C@H](N)CC1)(C)C.C1C2C(=CC=CC=2)C=NN=1.N. (3) Given the product [CH:19]([OH:21])=[O:20].[F:1][C:2]1[C:7]([N:8]2[CH:12]=[C:11]([C:13]3[CH2:14][CH2:15][NH:16][CH2:17][CH:18]=3)[N:10]=[N:9]2)=[CH:6][CH:5]=[CH:4][N:3]=1, predict the reactants needed to synthesize it. The reactants are: [F:1][C:2]1[C:7]([N:8]2[CH:12]=[C:11]([C:13]3[CH2:14][CH2:15][N:16]([C:19]([O:21]C(C)(C)C)=[O:20])[CH2:17][CH:18]=3)[N:10]=[N:9]2)=[CH:6][CH:5]=[CH:4][N:3]=1. (4) The reactants are: FC(F)(F)C(O)=O.[CH3:8][N:9]1[C:17]2[CH:16]=[C:15]([C:18]3[CH:19]=[N:20][C:21]([O:28][CH2:29][CH2:30][CH:31]4[CH2:36][CH2:35][NH:34][CH2:33][CH2:32]4)=[C:22]([C:24]([F:27])([F:26])[F:25])[CH:23]=3)[N:14]=[C:13]([C:37]#[N:38])[C:12]=2[N:11]=[N:10]1.C(N(CC)C(C)C)(C)C.Cl[CH2:49][C:50]([CH3:53])([OH:52])[CH3:51].[I-].[Na+]. Given the product [OH:52][C:50]([CH3:53])([CH3:51])[CH2:49][N:34]1[CH2:35][CH2:36][CH:31]([CH2:30][CH2:29][O:28][C:21]2[N:20]=[CH:19][C:18]([C:15]3[N:14]=[C:13]([C:37]#[N:38])[C:12]4[N:11]=[N:10][N:9]([CH3:8])[C:17]=4[CH:16]=3)=[CH:23][C:22]=2[C:24]([F:25])([F:26])[F:27])[CH2:32][CH2:33]1, predict the reactants needed to synthesize it. (5) Given the product [C:1]1([C:7]2[CH:11]=[CH:10][N:9]([CH:13]3[CH2:18][CH2:17][N:16]([C:19]([O:21][C:22]([CH3:25])([CH3:24])[CH3:23])=[O:20])[CH2:15][CH2:14]3)[N:8]=2)[CH:2]=[CH:3][CH:4]=[CH:5][CH:6]=1, predict the reactants needed to synthesize it. The reactants are: [C:1]1([C:7]2[CH:11]=[CH:10][NH:9][N:8]=2)[CH:6]=[CH:5][CH:4]=[CH:3][CH:2]=1.O[CH:13]1[CH2:18][CH2:17][N:16]([C:19]([O:21][C:22]([CH3:25])([CH3:24])[CH3:23])=[O:20])[CH2:15][CH2:14]1.C(P(=CC#N)(CCCC)CCCC)CCC.